This data is from Full USPTO retrosynthesis dataset with 1.9M reactions from patents (1976-2016). The task is: Predict the reactants needed to synthesize the given product. (1) Given the product [C:6]([C:7]1[CH:12]=[CH:11][C:10]([F:13])=[C:9]([F:14])[C:8]=1[F:15])#[CH:5], predict the reactants needed to synthesize it. The reactants are: [OH-].[Na+].CC(O)(C)[C:5]#[C:6][C:7]1[CH:12]=[CH:11][C:10]([F:13])=[C:9]([F:14])[C:8]=1[F:15]. (2) Given the product [NH2:15][C:11]1[CH:12]=[C:13]2[C:8](=[CH:9][CH:10]=1)[NH:7][C:6]([C:4]([O:3][CH2:1][CH3:2])=[O:5])=[CH:14]2, predict the reactants needed to synthesize it. The reactants are: [CH2:1]([O:3][C:4]([C:6]1[NH:7][C:8]2[C:13]([CH:14]=1)=[CH:12][C:11]([N+:15]([O-])=O)=[CH:10][CH:9]=2)=[O:5])[CH3:2].C1CCCCC=1. (3) Given the product [CH3:49][C:50]1([CH3:64])[O:54][CH:53]([CH2:55][N:11]2[C:10]([C:6]3[CH:7]=[CH:8][CH:9]=[C:4]([F:3])[CH:5]=3)=[C:18]3[C:13]([N:14]([CH3:22])[C:15](=[O:21])[N:16]([CH3:20])[C:17]3=[O:19])=[CH:12]2)[CH2:52][O:51]1, predict the reactants needed to synthesize it. The reactants are: [H-].[Na+].[F:3][C:4]1[CH:5]=[C:6]([C:10]2[NH:11][CH:12]=[C:13]3[C:18]=2[C:17](=[O:19])[N:16]([CH3:20])[C:15](=[O:21])[N:14]3[CH3:22])[CH:7]=[CH:8][CH:9]=1.C1OCCOC2C(=CC=CC=2)OCCOCCOC2C(=CC=CC=2)OC1.[CH3:49][C:50]1([CH3:64])[O:54][CH:53]([CH2:55]OS(C(F)(F)F)(=O)=O)[CH2:52][O:51]1.